Task: Predict the reaction yield, written as a fraction of the theoretical maximum amount of product (1.0 means a 100% yield; for example, 0.34 means a 34% yield).. Dataset: Reaction yield outcomes from USPTO patents with 853,638 reactions (1) The reactants are [Cl-].O[NH3+:3].[C:4](=[O:7])([O-])[OH:5].[Na+].CS(C)=O.[CH2:13]([C:17]1[N:18]=[C:19]([CH3:47])[N:20]([CH2:39][C:40]2[CH:45]=[CH:44][C:43]([Cl:46])=[CH:42][CH:41]=2)[C:21](=[O:38])[C:22]=1[CH2:23][C:24]1[CH:29]=[CH:28][C:27]([C:30]2[C:31]([C:36]#[N:37])=[CH:32][CH:33]=[CH:34][CH:35]=2)=[CH:26][CH:25]=1)[CH2:14][CH2:15][CH3:16]. The catalyst is C(OCC)(=O)C. The product is [CH2:13]([C:17]1[N:18]=[C:19]([CH3:47])[N:20]([CH2:39][C:40]2[CH:45]=[CH:44][C:43]([Cl:46])=[CH:42][CH:41]=2)[C:21](=[O:38])[C:22]=1[CH2:23][C:24]1[CH:25]=[CH:26][C:27]([C:30]2[CH:35]=[CH:34][CH:33]=[CH:32][C:31]=2[C:36]2[NH:3][C:4](=[O:7])[O:5][N:37]=2)=[CH:28][CH:29]=1)[CH2:14][CH2:15][CH3:16]. The yield is 0.450. (2) The reactants are [C:1]([C:3]1[CH:8]=[C:7]([O:9][CH3:10])[C:6]([O:11][CH2:12][C@@H:13]2[CH2:15][O:14]2)=[CH:5][C:4]=1[N:16]=[CH:17][N:18]([CH3:20])[CH3:19])#[N:2].[NH:21]1[CH2:26][CH2:25][CH2:24][CH2:23][CH2:22]1. The catalyst is C(Cl)(Cl)Cl.C(O)C. The product is [C:1]([C:3]1[CH:8]=[C:7]([O:9][CH3:10])[C:6]([O:11][CH2:12][C@@H:13]([OH:14])[CH2:15][N:21]2[CH2:26][CH2:25][CH2:24][CH2:23][CH2:22]2)=[CH:5][C:4]=1[N:16]=[CH:17][N:18]([CH3:20])[CH3:19])#[N:2]. The yield is 0.860. (3) The reactants are C1(C)C=CC=CC=1.[CH2:8]([C@@H:15]1[CH2:19][O:18][C:17](=[O:20])[N:16]1[C:21](=[O:30])[CH2:22][C:23]1[CH:28]=[CH:27][C:26]([Br:29])=[CH:25][CH:24]=1)[C:9]1[CH:14]=[CH:13][CH:12]=[CH:11][CH:10]=1.CCN(C(C)C)C(C)C.CO[CH:42]1[N:46]([C:47]([O:49][C:50]([CH3:53])([CH3:52])[CH3:51])=[O:48])[C:45]([CH3:55])([CH3:54])[CH2:44][CH2:43]1. The catalyst is C(Cl)Cl.Cl[Ti](Cl)(Cl)Cl. The product is [CH2:8]([C@@H:15]1[CH2:19][O:18][C:17](=[O:20])[N:16]1[C:21](=[O:30])[C@@H:22]([C@H:42]1[N:46]([C:47]([O:49][C:50]([CH3:53])([CH3:52])[CH3:51])=[O:48])[C:45]([CH3:55])([CH3:54])[CH2:44][CH2:43]1)[C:23]1[CH:24]=[CH:25][C:26]([Br:29])=[CH:27][CH:28]=1)[C:9]1[CH:14]=[CH:13][CH:12]=[CH:11][CH:10]=1. The yield is 0.850. (4) The catalyst is COCCOC.ClCCl.[Pd].C1(P(C2C=CC=CC=2)C2C=CC=CC=2)C=CC=CC=1.C1(P(C2C=CC=CC=2)C2C=CC=CC=2)C=CC=CC=1.C1(P(C2C=CC=CC=2)C2C=CC=CC=2)C=CC=CC=1.C1(P(C2C=CC=CC=2)C2C=CC=CC=2)C=CC=CC=1. The product is [CH3:10][O:9][C:7]([C:4]1[S:3][C:2]([C:11]2[CH:16]=[CH:15][CH:14]=[CH:13][CH:12]=2)=[CH:6][CH:5]=1)=[O:8]. The yield is 0.842. The reactants are Br[C:2]1[S:3][C:4]([C:7]([O:9][CH3:10])=[O:8])=[CH:5][CH:6]=1.[C:11]1(B(O)O)[CH:16]=[CH:15][CH:14]=[CH:13][CH:12]=1.C(=O)([O-])[O-].[Na+].[Na+]. (5) The reactants are [Br:1][C:2]1[CH:7]=[CH:6][C:5]([C:8]2[NH:9][CH:10]=[CH:11][N:12]=2)=[CH:4][CH:3]=1.[C:13](O[C:13]([O:15][C:16]([CH3:19])([CH3:18])[CH3:17])=[O:14])([O:15][C:16]([CH3:19])([CH3:18])[CH3:17])=[O:14]. The catalyst is C1COCC1.CN(C1C=CN=CC=1)C. The product is [Br:1][C:2]1[CH:3]=[CH:4][C:5]([C:8]2[N:12]([C:13]([O:15][C:16]([CH3:19])([CH3:18])[CH3:17])=[O:14])[CH:11]=[CH:10][N:9]=2)=[CH:6][CH:7]=1. The yield is 0.960. (6) The reactants are [NH:1]1[CH:5]=[CH:4][N:3]=[CH:2]1.C(N(CC)CC)C.[CH3:13][N:14]([CH3:19])[S:15](Cl)(=[O:17])=[O:16]. The catalyst is C1(C)C=CC=CC=1. The product is [CH3:13][N:14]([CH3:19])[S:15]([N:1]1[CH:5]=[CH:4][N:3]=[CH:2]1)(=[O:17])=[O:16]. The yield is 0.980.